From a dataset of Peptide-MHC class II binding affinity with 134,281 pairs from IEDB. Regression. Given a peptide amino acid sequence and an MHC pseudo amino acid sequence, predict their binding affinity value. This is MHC class II binding data. (1) The peptide sequence is QYAKEIWGITANPVP. The MHC is DRB1_0901 with pseudo-sequence DRB1_0901. The binding affinity (normalized) is 0.737. (2) The peptide sequence is GADQGCAINFGKREL. The MHC is DRB1_1101 with pseudo-sequence DRB1_1101. The binding affinity (normalized) is 0. (3) The peptide sequence is NANPDCKTILKALGPAA. The MHC is DRB1_1101 with pseudo-sequence DRB1_1101. The binding affinity (normalized) is 0.278. (4) The peptide sequence is KYYLRLWAPELAKSQ. The MHC is DRB5_0101 with pseudo-sequence DRB5_0101. The binding affinity (normalized) is 0.777. (5) The peptide sequence is SVGSLGRYKDEKDVT. The MHC is HLA-DPA10201-DPB10101 with pseudo-sequence HLA-DPA10201-DPB10101. The binding affinity (normalized) is 0. (6) The binding affinity (normalized) is 0.624. The peptide sequence is CDDALIEGITLLNAK. The MHC is HLA-DPA10103-DPB10201 with pseudo-sequence HLA-DPA10103-DPB10201. (7) The peptide sequence is YRQIRSGERFLKIWS. The MHC is HLA-DQA10101-DQB10501 with pseudo-sequence HLA-DQA10101-DQB10501. The binding affinity (normalized) is 0.237. (8) The peptide sequence is EAVRHFPRPWLHGL. The MHC is DRB1_1001 with pseudo-sequence DRB1_1001. The binding affinity (normalized) is 0.470. (9) The peptide sequence is QKYVNNTATLLMTSL. The MHC is DRB1_1302 with pseudo-sequence DRB1_1302. The binding affinity (normalized) is 0.742. (10) The peptide sequence is YDKFLANVSTVLSGK. The MHC is DRB1_1602 with pseudo-sequence DRB1_1602. The binding affinity (normalized) is 0.910.